This data is from Full USPTO retrosynthesis dataset with 1.9M reactions from patents (1976-2016). The task is: Predict the reactants needed to synthesize the given product. (1) The reactants are: Cl[C:2]12[C:23](=[O:24])[C:22]3[C:17](=[CH:18][CH:19]=[CH:20][CH:21]=3)[C:3]1([OH:25])[O:4][C:5]1[C:10]2=[CH:9][C:8]([CH:11]([CH3:13])[CH3:12])=[CH:7][C:6]=1[CH:14]([CH3:16])[CH3:15].[NH3:26].C(O)(C)C. Given the product [NH2:26][C:2]12[C:23](=[O:24])[C:22]3[C:17](=[CH:18][CH:19]=[CH:20][CH:21]=3)[C:3]1([OH:25])[O:4][C:5]1[C:10]2=[CH:9][C:8]([CH:11]([CH3:13])[CH3:12])=[CH:7][C:6]=1[CH:14]([CH3:16])[CH3:15], predict the reactants needed to synthesize it. (2) Given the product [Cl:1][C:2]1[CH:10]=[CH:9][C:8]([C:11]2[N:12]([C:22]([O:24][C:25]([CH3:27])([CH3:26])[CH3:28])=[O:23])[C:13]3[C:18]([CH:19]=2)=[CH:17][C:16]([CH2:20][NH:30][CH2:31][CH:32]([OH:33])[C:34]2[CH:39]=[CH:38][CH:37]=[CH:36][CH:35]=2)=[CH:15][CH:14]=3)=[C:7]2[C:3]=1[CH2:4][NH:5][C:6]2=[O:29], predict the reactants needed to synthesize it. The reactants are: [Cl:1][C:2]1[CH:10]=[CH:9][C:8]([C:11]2[N:12]([C:22]([O:24][C:25]([CH3:28])([CH3:27])[CH3:26])=[O:23])[C:13]3[C:18]([CH:19]=2)=[CH:17][C:16]([CH:20]=O)=[CH:15][CH:14]=3)=[C:7]2[C:3]=1[CH2:4][NH:5][C:6]2=[O:29].[NH2:30][CH2:31][CH:32]([C:34]1[CH:39]=[CH:38][CH:37]=[CH:36][CH:35]=1)[OH:33].C(O[BH-](OC(=O)C)OC(=O)C)(=O)C.[Na+]. (3) The reactants are: [CH3:1][C:2]([NH:5][C:6](=[O:26])[O:7][CH2:8][C@H:9]1[CH2:13][C@@H:12]([NH:14][S:15]([C:18]2[CH:23]=[C:22]([Br:24])[CH:21]=[CH:20][C:19]=2[Br:25])(=[O:17])=[O:16])[CH2:11][NH:10]1)([CH3:4])[CH3:3].C[CH2:28][N:29](C(C)C)C(C)C.BrC#N.C(O)C(N)(CO)CO. Given the product [CH3:4][C:2]([NH:5][C:6](=[O:26])[O:7][CH2:8][C@H:9]1[CH2:13][C@@H:12]([NH:14][S:15]([C:18]2[CH:23]=[C:22]([Br:24])[CH:21]=[CH:20][C:19]=2[Br:25])(=[O:16])=[O:17])[CH2:11][N:10]1[C:28]#[N:29])([CH3:1])[CH3:3], predict the reactants needed to synthesize it. (4) Given the product [NH2:36][C:35]1[C:30]([C:21]2[CH:22]=[CH:23][C:24]([C:26]([F:29])([F:28])[F:27])=[CH:25][C:20]=2[CH2:19][N:15]2[C@@H:14]([CH3:42])[C@@H:13]([C:5]3[CH:6]=[C:7]([C:9]([F:10])([F:11])[F:12])[CH:8]=[C:3]([C:2]([F:1])([F:43])[F:44])[CH:4]=3)[O:17][C:16]2=[O:18])=[N:31][C:32]([CH:39]([CH3:40])[CH3:41])=[CH:33][CH:34]=1, predict the reactants needed to synthesize it. The reactants are: [F:1][C:2]([F:44])([F:43])[C:3]1[CH:4]=[C:5]([C@H:13]2[O:17][C:16](=[O:18])[N:15]([CH2:19][C:20]3[CH:25]=[C:24]([C:26]([F:29])([F:28])[F:27])[CH:23]=[CH:22][C:21]=3[C:30]3[C:35]([N+:36]([O-])=O)=[CH:34][CH:33]=[C:32]([C:39]([CH3:41])=[CH2:40])[N:31]=3)[C@H:14]2[CH3:42])[CH:6]=[C:7]([C:9]([F:12])([F:11])[F:10])[CH:8]=1. (5) Given the product [NH2:1][C:2]1[N:3]([CH3:27])[C:4](=[O:26])[C:5]([C:7]2[CH:12]=[CH:11][C:10]([O:13][CH:14]([F:16])[F:15])=[C:9]([CH3:17])[CH:8]=2)([C:18]2[CH:23]=[CH:22][C:21]([F:24])=[C:20]([C:30]#[C:29][CH2:28][O:31][CH3:32])[CH:19]=2)[N:6]=1, predict the reactants needed to synthesize it. The reactants are: [NH2:1][C:2]1[N:3]([CH3:27])[C:4](=[O:26])[C:5]([C:18]2[CH:23]=[CH:22][C:21]([F:24])=[C:20](Br)[CH:19]=2)([C:7]2[CH:12]=[CH:11][C:10]([O:13][CH:14]([F:16])[F:15])=[C:9]([CH3:17])[CH:8]=2)[N:6]=1.[CH2:28]([O:31][CH3:32])[C:29]#[CH:30]. (6) Given the product [CH3:8][N:7]1[C:6]2[C:9]([O:17][CH3:18])=[C:10]([O:15][CH3:16])[C:11]([O:13][CH3:14])=[CH:12][C:5]=2[N:4]=[C:3]1[CH2:2][N:19]1[CH2:25][CH2:24][CH2:23][N:22]([CH2:2][C:3]2[N:7]([CH3:8])[C:6]3[C:9]([O:17][CH3:18])=[C:10]([O:15][CH3:16])[C:11]([O:13][CH3:14])=[CH:12][C:5]=3[N:4]=2)[CH2:21][CH2:20]1, predict the reactants needed to synthesize it. The reactants are: Cl[CH2:2][C:3]1[N:7]([CH3:8])[C:6]2[C:9]([O:17][CH3:18])=[C:10]([O:15][CH3:16])[C:11]([O:13][CH3:14])=[CH:12][C:5]=2[N:4]=1.[NH:19]1[CH2:25][CH2:24][CH2:23][NH:22][CH2:21][CH2:20]1. (7) Given the product [C:1]([O:5][C:6]([N:8]1[CH2:13][CH2:12][CH:11]([C:14]2[CH:19]=[CH:18][C:17]([NH:20][C:21]3[N:22]=[CH:23][C:24]4[C:30](=[O:31])[C:29]([C:32](=[O:34])[NH:51][O:50][CH3:49])=[CH:28][N:27]([C:35]5[CH:36]=[CH:37][C:38]([CH2:41][CH3:42])=[CH:39][CH:40]=5)[C:25]=4[N:26]=3)=[CH:16][CH:15]=2)[CH2:10][CH2:9]1)=[O:7])([CH3:3])([CH3:4])[CH3:2], predict the reactants needed to synthesize it. The reactants are: [C:1]([O:5][C:6]([N:8]1[CH2:13][CH2:12][CH:11]([C:14]2[CH:19]=[CH:18][C:17]([NH:20][C:21]3[N:22]=[CH:23][C:24]4[C:30](=[O:31])[C:29]([C:32]([OH:34])=O)=[CH:28][N:27]([C:35]5[CH:40]=[CH:39][C:38]([CH2:41][CH3:42])=[CH:37][CH:36]=5)[C:25]=4[N:26]=3)=[CH:16][CH:15]=2)[CH2:10][CH2:9]1)=[O:7])([CH3:4])([CH3:3])[CH3:2].C(Cl)(=O)C(Cl)=O.[CH3:49][O:50][NH2:51].Cl.CCN(CC)CC. (8) The reactants are: [Cl:1][C:2]1[CH:13]=[CH:12][C:5]([C:6](N(OC)C)=[O:7])=[C:4]([I:14])[CH:3]=1.[F-].[Cs+].[F:17][C:18]([Si](C)(C)C)([F:20])[F:19].[F-].C([N+](CCCC)(CCCC)CCCC)CCC. Given the product [Cl:1][C:2]1[CH:13]=[CH:12][C:5]([C:6](=[O:7])[C:18]([F:20])([F:19])[F:17])=[C:4]([I:14])[CH:3]=1, predict the reactants needed to synthesize it.